The task is: Predict the reaction yield, written as a fraction of the theoretical maximum amount of product (1.0 means a 100% yield; for example, 0.34 means a 34% yield).. This data is from Reaction yield outcomes from USPTO patents with 853,638 reactions. (1) The reactants are F[C:2]1[CH:7]=[C:6]([F:8])[CH:5]=[CH:4][C:3]=1[S:9]([CH3:12])(=[O:11])=[O:10].[Cl:13][C:14]1[CH:15]=[C:16]([CH:21]([NH2:23])[CH3:22])[CH:17]=[C:18]([Cl:20])[CH:19]=1.C(N(CC)C(C)C)(C)C. The catalyst is C(#N)C. The product is [Cl:13][C:14]1[CH:15]=[C:16]([CH:21]([NH:23][C:2]2[CH:7]=[C:6]([F:8])[CH:5]=[CH:4][C:3]=2[S:9]([CH3:12])(=[O:11])=[O:10])[CH3:22])[CH:17]=[C:18]([Cl:20])[CH:19]=1. The yield is 0.0900. (2) The reactants are [CH3:1][O:2][C:3]1[CH:4]=[C:5]([C:11]2([C:16]#[N:17])[CH2:15][CH2:14][CH2:13][CH2:12]2)[CH:6]=[CH:7][C:8]=1[O:9][CH3:10].[H-].[Al+3].[Li+].[H-].[H-].[H-]. The catalyst is CCOCC. The product is [CH3:1][O:2][C:3]1[CH:4]=[C:5]([C:11]2([CH2:16][NH2:17])[CH2:12][CH2:13][CH2:14][CH2:15]2)[CH:6]=[CH:7][C:8]=1[O:9][CH3:10]. The yield is 0.879. (3) The reactants are [Cl:1][C:2]1[O:6][C:5]([C:7]([NH:9][C@@H:10]([CH2:23][C:24]2[CH:29]=[CH:28][CH:27]=[CH:26][C:25]=2[C:30]([F:33])([F:32])[F:31])[CH2:11][N:12]2C(=O)C3C(=CC=CC=3)C2=O)=[O:8])=[CH:4][C:3]=1[C:34]1[N:38]([CH3:39])[N:37]=[CH:36][C:35]=1[Cl:40].NN. The catalyst is O1CCCC1.CO. The product is [NH2:12][CH2:11][C@@H:10]([NH:9][C:7]([C:5]1[O:6][C:2]([Cl:1])=[C:3]([C:34]2[N:38]([CH3:39])[N:37]=[CH:36][C:35]=2[Cl:40])[CH:4]=1)=[O:8])[CH2:23][C:24]1[CH:29]=[CH:28][CH:27]=[CH:26][C:25]=1[C:30]([F:33])([F:32])[F:31]. The yield is 0.650. (4) The reactants are [O:1]=[C:2]1[C:11]2[C:6](=[CH:7][CH:8]=[CH:9][CH:10]=2)[N:5]=[CH:4][N:3]1[NH:12][C:13]([C:15]1[NH:16][C:17]2[C:22]([CH:23]=1)=[CH:21][C:20]([Cl:24])=[CH:19][CH:18]=2)=[O:14].C(O)(=O)C.C([BH3-])#N.[Na+].O. The catalyst is C1COCC1.CO. The product is [O:1]=[C:2]1[C:11]2[C:6](=[CH:7][CH:8]=[CH:9][CH:10]=2)[NH:5][CH2:4][N:3]1[NH:12][C:13]([C:15]1[NH:16][C:17]2[C:22]([CH:23]=1)=[CH:21][C:20]([Cl:24])=[CH:19][CH:18]=2)=[O:14]. The yield is 0.940. (5) The reactants are [C:1]([O:5][C:6]([NH:8][C@@H:9]1[C:27](=[O:28])[N:26]2[C@@H:22]([CH2:23][C@@H:24]([O:29][Si:30]([C:33]([CH3:36])([CH3:35])[CH3:34])([CH3:32])[CH3:31])[CH2:25]2)[C:21](=[O:37])[NH:20][C@@:19]2([C:38](O)=[O:39])[C@@H:17]([CH2:18]2)[CH:16]=[CH:15][CH2:14][CH2:13][CH2:12][NH:11][CH2:10]1)=[O:7])([CH3:4])([CH3:3])[CH3:2].C1N=CN(C(N2C=NC=C2)=O)C=1.[CH:53]1([S:56]([NH2:59])(=[O:58])=[O:57])[CH2:55][CH2:54]1.[CH2:60]1[CH2:70][CH2:69]N2C(=NCCC2)CC1. The catalyst is C1COCC1. The product is [CH:53]1([S:56]([NH:59][C:38]([C@@:19]23[CH2:18][C@H:17]2[CH:16]=[CH:15][CH2:14][CH2:13][CH2:12][N:11]([CH:70]2[CH2:60][CH2:69]2)[CH2:10][C@H:9]([NH:8][C:6](=[O:7])[O:5][C:1]([CH3:2])([CH3:4])[CH3:3])[C:27](=[O:28])[N:26]2[C@@H:22]([CH2:23][C@@H:24]([O:29][Si:30]([C:33]([CH3:35])([CH3:36])[CH3:34])([CH3:31])[CH3:32])[CH2:25]2)[C:21](=[O:37])[NH:20]3)=[O:39])(=[O:58])=[O:57])[CH2:55][CH2:54]1. The yield is 0.530. (6) The reactants are Cl[C:2]1[CH:3]=[C:4]([CH:10]=[C:11]([O:13][CH3:14])[N:12]=1)[C:5]([O:7]CC)=[O:6].[CH3:15][N:16](C)C(=O)C. The catalyst is [C-]#N.[Zn+2].[C-]#N.[Zn].CC(C)([P](C(C)(C)C)([Pd][P](C(C)(C)C)(C(C)(C)C)C(C)(C)C)C(C)(C)C)C. The product is [C:15]([C:2]1[CH:3]=[C:4]([CH:10]=[C:11]([O:13][CH3:14])[N:12]=1)[C:5]([OH:7])=[O:6])#[N:16]. The yield is 0.453.